This data is from NCI-60 drug combinations with 297,098 pairs across 59 cell lines. The task is: Regression. Given two drug SMILES strings and cell line genomic features, predict the synergy score measuring deviation from expected non-interaction effect. (1) Drug 1: CCC1(CC2CC(C3=C(CCN(C2)C1)C4=CC=CC=C4N3)(C5=C(C=C6C(=C5)C78CCN9C7C(C=CC9)(C(C(C8N6C=O)(C(=O)OC)O)OC(=O)C)CC)OC)C(=O)OC)O.OS(=O)(=O)O. Drug 2: CC(C)CN1C=NC2=C1C3=CC=CC=C3N=C2N. Cell line: HCT-15. Synergy scores: CSS=-5.74, Synergy_ZIP=3.01, Synergy_Bliss=0.317, Synergy_Loewe=-8.99, Synergy_HSA=-9.39. (2) Drug 1: CCC1(CC2CC(C3=C(CCN(C2)C1)C4=CC=CC=C4N3)(C5=C(C=C6C(=C5)C78CCN9C7C(C=CC9)(C(C(C8N6C=O)(C(=O)OC)O)OC(=O)C)CC)OC)C(=O)OC)O.OS(=O)(=O)O. Drug 2: CC1CCC2CC(C(=CC=CC=CC(CC(C(=O)C(C(C(=CC(C(=O)CC(OC(=O)C3CCCCN3C(=O)C(=O)C1(O2)O)C(C)CC4CCC(C(C4)OC)OCCO)C)C)O)OC)C)C)C)OC. Cell line: A498. Synergy scores: CSS=0.458, Synergy_ZIP=0.172, Synergy_Bliss=1.32, Synergy_Loewe=-0.283, Synergy_HSA=-0.0633. (3) Drug 1: CCC1=C2CN3C(=CC4=C(C3=O)COC(=O)C4(CC)O)C2=NC5=C1C=C(C=C5)O. Drug 2: CC1C(C(CC(O1)OC2CC(CC3=C2C(=C4C(=C3O)C(=O)C5=CC=CC=C5C4=O)O)(C(=O)C)O)N)O. Cell line: K-562. Synergy scores: CSS=32.8, Synergy_ZIP=-10.8, Synergy_Bliss=-13.9, Synergy_Loewe=-8.34, Synergy_HSA=-6.33. (4) Drug 1: C(CC(=O)O)C(=O)CN.Cl. Drug 2: C(CCl)NC(=O)N(CCCl)N=O. Cell line: RXF 393. Synergy scores: CSS=14.8, Synergy_ZIP=-1.28, Synergy_Bliss=3.31, Synergy_Loewe=3.53, Synergy_HSA=3.85. (5) Drug 1: C1=CC(=CC=C1CCC2=CNC3=C2C(=O)NC(=N3)N)C(=O)NC(CCC(=O)O)C(=O)O. Drug 2: CC1C(C(CC(O1)OC2CC(CC3=C2C(=C4C(=C3O)C(=O)C5=C(C4=O)C(=CC=C5)OC)O)(C(=O)C)O)N)O.Cl. Cell line: EKVX. Synergy scores: CSS=8.07, Synergy_ZIP=1.16, Synergy_Bliss=2.48, Synergy_Loewe=-0.101, Synergy_HSA=1.05. (6) Drug 2: CCC1(CC2CC(C3=C(CCN(C2)C1)C4=CC=CC=C4N3)(C5=C(C=C6C(=C5)C78CCN9C7C(C=CC9)(C(C(C8N6C)(C(=O)OC)O)OC(=O)C)CC)OC)C(=O)OC)O.OS(=O)(=O)O. Drug 1: CC1=C(C=C(C=C1)NC(=O)C2=CC=C(C=C2)CN3CCN(CC3)C)NC4=NC=CC(=N4)C5=CN=CC=C5. Synergy scores: CSS=12.0, Synergy_ZIP=-2.88, Synergy_Bliss=0.956, Synergy_Loewe=0.196, Synergy_HSA=0.226. Cell line: OVCAR-5. (7) Drug 1: C1=CC(=CC=C1CC(C(=O)O)N)N(CCCl)CCCl.Cl. Drug 2: CS(=O)(=O)OCCCCOS(=O)(=O)C. Cell line: MDA-MB-435. Synergy scores: CSS=-4.07, Synergy_ZIP=8.07, Synergy_Bliss=10.1, Synergy_Loewe=-2.64, Synergy_HSA=-1.30.